Dataset: Full USPTO retrosynthesis dataset with 1.9M reactions from patents (1976-2016). Task: Predict the reactants needed to synthesize the given product. Given the product [CH3:49][O:48][C:46](=[O:47])[C:45]1[CH:50]=[C:51]([O:52][CH3:53])[C:42]([NH:41][C:28]([C@H:9]2[C@H:8]([C:4]3[CH:5]=[CH:6][CH:7]=[C:2]([Cl:1])[C:3]=3[F:31])[C@:12]([C:15]3[CH:20]=[CH:19][C:18]([Cl:21])=[CH:17][C:16]=3[F:22])([C:13]#[N:14])[C@H:11]([CH2:23][C:24]([CH3:27])([CH3:26])[CH3:25])[NH:10]2)=[O:29])=[CH:43][C:44]=1[F:54], predict the reactants needed to synthesize it. The reactants are: [Cl:1][C:2]1[C:3]([F:31])=[C:4]([C@@H:8]2[C@:12]([C:15]3[CH:20]=[CH:19][C:18]([Cl:21])=[CH:17][C:16]=3[F:22])([C:13]#[N:14])[C@H:11]([CH2:23][C:24]([CH3:27])([CH3:26])[CH3:25])[NH:10][C@H:9]2[C:28](O)=[O:29])[CH:5]=[CH:6][CH:7]=1.CCN(C(C)C)C(C)C.[NH2:41][C:42]1[C:51]([O:52][CH3:53])=[CH:50][C:45]([C:46]([O:48][CH3:49])=[O:47])=[C:44]([F:54])[CH:43]=1.